Dataset: Reaction yield outcomes from USPTO patents with 853,638 reactions. Task: Predict the reaction yield, written as a fraction of the theoretical maximum amount of product (1.0 means a 100% yield; for example, 0.34 means a 34% yield). (1) The reactants are I[C:2]1[CH:11]=[CH:10][C:5]([C:6]([O:8][CH3:9])=[O:7])=[CH:4][CH:3]=1.[N:12]1([C:19]([O:21][C:22]([CH3:25])([CH3:24])[CH3:23])=[O:20])[CH2:18][CH2:17][CH2:16][NH:15][CH2:14][CH2:13]1.C(=O)([O-])[O-].[Cs+].[Cs+].C(C1CCCCC1=O)(=O)C. The catalyst is CN(C=O)C.[Cu](I)I. The product is [CH3:9][O:8][C:6]([C:5]1[CH:10]=[CH:11][C:2]([N:15]2[CH2:16][CH2:17][CH2:18][N:12]([C:19]([O:21][C:22]([CH3:25])([CH3:24])[CH3:23])=[O:20])[CH2:13][CH2:14]2)=[CH:3][CH:4]=1)=[O:7]. The yield is 0.130. (2) The reactants are [Br:1][C:2]1[CH:13]=[CH:12][C:5]([O:6][C:7]([CH3:11])([CH3:10])[CH2:8][OH:9])=[CH:4][CH:3]=1.N1C(C)=CC=CC=1C.FC(F)(F)S(O[Si:28]([C:31]([CH3:34])([CH3:33])[CH3:32])([CH3:30])[CH3:29])(=O)=O. The catalyst is ClCCl.C(OCC)(=O)C. The product is [Br:1][C:2]1[CH:13]=[CH:12][C:5]([O:6][C:7]([CH3:10])([CH3:11])[CH2:8][O:9][Si:28]([C:31]([CH3:34])([CH3:33])[CH3:32])([CH3:30])[CH3:29])=[CH:4][CH:3]=1. The yield is 1.00.